Dataset: Reaction yield outcomes from USPTO patents with 853,638 reactions. Task: Predict the reaction yield, written as a fraction of the theoretical maximum amount of product (1.0 means a 100% yield; for example, 0.34 means a 34% yield). The reactants are [I:1][C:2]1[C:10]2[C:5](=[N:6][CH:7]=[N:8][C:9]=2[NH2:11])[NH:4][N:3]=1.O[C@H:13]1[CH2:18][CH2:17][CH2:16][N:15]([C:19]([O:21][C:22]([CH3:25])([CH3:24])[CH3:23])=[O:20])[CH2:14]1.C1(P(C2C=CC=CC=2)C2C=CC=CC=2)C=CC=CC=1.N(C(OC(C)C)=O)=NC(OC(C)C)=O. The catalyst is O1CCCC1. The product is [NH2:11][C:9]1[N:8]=[CH:7][N:6]=[C:5]2[N:4]([C@@H:17]3[CH2:18][CH2:13][CH2:14][N:15]([C:19]([O:21][C:22]([CH3:25])([CH3:24])[CH3:23])=[O:20])[CH2:16]3)[N:3]=[C:2]([I:1])[C:10]=12. The yield is 0.330.